From a dataset of Full USPTO retrosynthesis dataset with 1.9M reactions from patents (1976-2016). Predict the reactants needed to synthesize the given product. (1) Given the product [Cl:1][C:2]1[CH:3]=[CH:4][C:5]([O:34][CH:35]([F:37])[F:36])=[C:6]([C:8]2[C:12]([NH:13][C:14]([C:16]3[CH:17]=[N:18][N:19]4[CH:24]=[CH:23][CH:22]=[N:21][C:20]=34)=[O:15])=[CH:11][N:10]([CH2:25][C:26](=[O:33])[N:27]3[CH2:28][CH2:29][N:30]([CH2:48][C:49]4[CH2:53][O:52][C:51](=[O:54])[CH:50]=4)[CH2:31][CH2:32]3)[N:9]=2)[CH:7]=1, predict the reactants needed to synthesize it. The reactants are: [Cl:1][C:2]1[CH:3]=[CH:4][C:5]([O:34][CH:35]([F:37])[F:36])=[C:6]([C:8]2[C:12]([NH:13][C:14]([C:16]3[CH:17]=[N:18][N:19]4[CH:24]=[CH:23][CH:22]=[N:21][C:20]=34)=[O:15])=[CH:11][N:10]([CH2:25][C:26](=[O:33])[N:27]3[CH2:32][CH2:31][NH:30][CH2:29][CH2:28]3)[N:9]=2)[CH:7]=1.CCN(C(C)C)C(C)C.Br[CH2:48][C:49]1[CH2:53][O:52][C:51](=[O:54])[CH:50]=1. (2) Given the product [CH3:1][C:2]1[CH:14]=[C:13]([C:15]2[CH2:16][C@:17]([C:22]3[CH:27]=[C:26]([Cl:28])[C:25]([Cl:29])=[C:24]([Cl:30])[CH:23]=3)([C:18]([F:21])([F:20])[F:19])[O:33][N:32]=2)[CH:12]=[CH:11][C:3]=1[C:4]([O:6][C:7]([CH3:10])([CH3:9])[CH3:8])=[O:5], predict the reactants needed to synthesize it. The reactants are: [CH3:1][C:2]1[CH:14]=[C:13]([C:15](=O)/[CH:16]=[C:17](/[C:22]2[CH:27]=[C:26]([Cl:28])[C:25]([Cl:29])=[C:24]([Cl:30])[CH:23]=2)\[C:18]([F:21])([F:20])[F:19])[CH:12]=[CH:11][C:3]=1[C:4]([O:6][C:7]([CH3:10])([CH3:9])[CH3:8])=[O:5].[NH2:32][OH:33].O.[OH-].[Cs+]. (3) Given the product [CH2:23]([S:22][C:13]1[C:12]([C:10]2[N:2]([CH3:1])[C:3]3=[N:4][CH:5]=[C:6]([C:25]([F:28])([F:27])[F:26])[CH:7]=[C:8]3[N:9]=2)=[CH:17][CH:16]=[C:15]([C:18]([F:21])([F:20])[F:19])[N:14]=1)[CH3:24], predict the reactants needed to synthesize it. The reactants are: [CH3:1][NH:2][C:3]1[C:8]([NH:9][C:10]([C:12]2[C:13]([S:22][CH2:23][CH3:24])=[N:14][C:15]([C:18]([F:21])([F:20])[F:19])=[CH:16][CH:17]=2)=O)=[CH:7][C:6]([C:25]([F:28])([F:27])[F:26])=[CH:5][N:4]=1.CN(C=O)C.C(=O)(O)[O-].[Na+]. (4) Given the product [F:10][C:9]([F:12])([F:11])[C:5]1[C:6]([Cl:8])=[CH:7][C:2]([NH:16][CH:17]2[CH2:18][CH2:19][N:20]([C:23]([O:25][C:26]([CH3:29])([CH3:28])[CH3:27])=[O:24])[CH2:21][CH2:22]2)=[C:3]([N+:13]([O-:15])=[O:14])[CH:4]=1, predict the reactants needed to synthesize it. The reactants are: Cl[C:2]1[CH:7]=[C:6]([Cl:8])[C:5]([C:9]([F:12])([F:11])[F:10])=[CH:4][C:3]=1[N+:13]([O-:15])=[O:14].[NH2:16][CH:17]1[CH2:22][CH2:21][N:20]([C:23]([O:25][C:26]([CH3:29])([CH3:28])[CH3:27])=[O:24])[CH2:19][CH2:18]1.O.C(OCC)(=O)C. (5) Given the product [CH2:44]([O:46][C:47]([C:49]1[N:50]=[C:51]2[CH:56]=[CH:55][C:54]([O:10][CH2:9][CH2:8][O:7][CH:2]3[CH2:3][CH2:4][CH2:5][CH2:6][O:1]3)=[CH:53][N:52]2[CH:58]=1)=[O:48])[CH3:45], predict the reactants needed to synthesize it. The reactants are: [O:1]1[CH2:6][CH2:5][CH2:4][CH2:3][CH:2]1[O:7][CH2:8][CH2:9][OH:10].C1C=CC(P(C2C=CC=CC=2)C2C=CC=CC=2)=CC=1.CC(OC(/N=N/C(OC(C)C)=O)=O)C.[CH2:44]([O:46][C:47]([C:49]1[N:50]=[C:51]2[CH:56]=[CH:55][C:54](O)=[CH:53][N:52]2[CH:58]=1)=[O:48])[CH3:45]. (6) The reactants are: I[C:2]1[CH:3]=[C:4]([O:21][C:22]([F:25])([F:24])[F:23])[CH:5]=[C:6]2[C:11]=1[O:10][CH:9]([C:12]([F:15])([F:14])[F:13])[C:8]([C:16]([O:18][CH2:19][CH3:20])=[O:17])=[CH:7]2.[C:26]1([C:32]#[CH:33])[CH:31]=[CH:30][CH:29]=[CH:28][CH:27]=1.C(Cl)Cl. Given the product [C:26]1([C:32]#[C:33][C:2]2[CH:3]=[C:4]([O:21][C:22]([F:23])([F:25])[F:24])[CH:5]=[C:6]3[C:11]=2[O:10][CH:9]([C:12]([F:14])([F:15])[F:13])[C:8]([C:16]([O:18][CH2:19][CH3:20])=[O:17])=[CH:7]3)[CH:31]=[CH:30][CH:29]=[CH:28][CH:27]=1, predict the reactants needed to synthesize it. (7) Given the product [CH3:1][O:2][C:3]1[CH:11]=[CH:10][C:9]([CH2:12][N:13]2[CH:17]=[CH:16][N:15]=[N:14]2)=[CH:8][C:4]=1[C:5]([Cl:21])=[O:6], predict the reactants needed to synthesize it. The reactants are: [CH3:1][O:2][C:3]1[CH:11]=[CH:10][C:9]([CH2:12][N:13]2[CH:17]=[CH:16][N:15]=[N:14]2)=[CH:8][C:4]=1[C:5](O)=[O:6].C(Cl)(=O)C([Cl:21])=O. (8) Given the product [F:17][C:14]1[CH:15]=[CH:16][C:11]([S:8]([C:6]2[N:7]=[C:2]([NH:28][C:25]3[CH:24]=[C:23]([CH3:22])[NH:27][N:26]=3)[C:3]3[CH:20]=[CH:19][N:18]([CH3:21])[C:4]=3[N:5]=2)(=[O:10])=[O:9])=[CH:12][CH:13]=1, predict the reactants needed to synthesize it. The reactants are: Cl[C:2]1[C:3]2[CH:20]=[CH:19][N:18]([CH3:21])[C:4]=2[N:5]=[C:6]([S:8]([C:11]2[CH:16]=[CH:15][C:14]([F:17])=[CH:13][CH:12]=2)(=[O:10])=[O:9])[N:7]=1.[CH3:22][C:23]1[NH:27][N:26]=[C:25]([NH2:28])[CH:24]=1.[I-].[Na+].CCN(C(C)C)C(C)C. (9) Given the product [CH3:16][C:17]1([CH3:24])[CH2:22][CH2:21][C:20](=[C:3]2[S:8][CH2:7][CH2:6][CH2:5][S:4]2)[CH2:19][CH2:18]1, predict the reactants needed to synthesize it. The reactants are: C[Si](C)(C)[CH:3]1[S:8][CH2:7][CH2:6][CH2:5][S:4]1.C([Li])CCC.[CH3:16][C:17]1([CH3:24])[CH2:22][CH2:21][C:20](=O)[CH2:19][CH2:18]1.